This data is from Full USPTO retrosynthesis dataset with 1.9M reactions from patents (1976-2016). The task is: Predict the reactants needed to synthesize the given product. (1) Given the product [Cl:1][C:2]1[CH:3]=[C:4]([C:9]2[CH:13]=[C:12]([C:14]([N:16]3[CH2:20][CH2:19][S:18](=[O:37])[CH2:17]3)=[O:15])[O:11][C:10]=2[C:21]2[CH:22]=[C:23]([C:27]#[N:28])[CH:24]=[CH:25][CH:26]=2)[CH:5]=[C:6]([F:8])[CH:7]=1, predict the reactants needed to synthesize it. The reactants are: [Cl:1][C:2]1[CH:3]=[C:4]([C:9]2[CH:13]=[C:12]([C:14]([N:16]3[CH2:20][CH2:19][S:18][CH2:17]3)=[O:15])[O:11][C:10]=2[C:21]2[CH:22]=[C:23]([C:27]#[N:28])[CH:24]=[CH:25][CH:26]=2)[CH:5]=[C:6]([F:8])[CH:7]=1.ClC1C=CC=C(C(OO)=[O:37])C=1.S([O-])([O-])(=O)=S.[Na+].[Na+]. (2) Given the product [NH2:1][C:2]1[N:3]=[C:4]([NH:19][C:20]2[CH:25]=[CH:24][C:23]([N:26]3[CH2:31][CH2:30][N:29]([CH3:32])[CH2:28][CH2:27]3)=[CH:22][CH:21]=2)[S:5][C:6]=1[C:7]([C:9]1[CH:14]=[CH:13][C:12]([NH:37][CH2:36][CH2:35][O:34][CH3:33])=[C:11]([N+:16]([O-:18])=[O:17])[CH:10]=1)=[O:8], predict the reactants needed to synthesize it. The reactants are: [NH2:1][C:2]1[N:3]=[C:4]([NH:19][C:20]2[CH:25]=[CH:24][C:23]([N:26]3[CH2:31][CH2:30][N:29]([CH3:32])[CH2:28][CH2:27]3)=[CH:22][CH:21]=2)[S:5][C:6]=1[C:7]([C:9]1[CH:14]=[CH:13][C:12](Cl)=[C:11]([N+:16]([O-:18])=[O:17])[CH:10]=1)=[O:8].[CH3:33][O:34][CH2:35][CH2:36][NH2:37]. (3) Given the product [Br:3][C:4]1[CH:5]=[CH:6][C:7]2[N:12]([CH2:16][O:17][CH2:18][CH2:19][Si:20]([CH3:23])([CH3:22])[CH3:21])[C:11](=[O:13])[O:10][CH2:9][C:8]=2[CH:14]=1, predict the reactants needed to synthesize it. The reactants are: [H-].[Na+].[Br:3][C:4]1[CH:5]=[CH:6][C:7]2[NH:12][C:11](=[O:13])[O:10][CH2:9][C:8]=2[CH:14]=1.Cl[CH2:16][O:17][CH2:18][CH2:19][Si:20]([CH3:23])([CH3:22])[CH3:21]. (4) The reactants are: [H-].[Na+].[CH2:3]([N:10]1[CH:15]=[CH:14][O:13][C:12]([OH:16])=[C:11]1[C:17]1[CH:22]=[CH:21][C:20]([F:23])=[CH:19][CH:18]=1)[C:4]1[CH:9]=[CH:8][CH:7]=[CH:6][CH:5]=1.Br[CH:25]([C:27]1[CH:32]=[C:31]([C:33]([F:36])([F:35])[F:34])[CH:30]=[C:29]([C:37]([F:40])([F:39])[F:38])[CH:28]=1)[CH3:26]. Given the product [CH2:3]([N:10]1[CH2:15][CH2:14][O:13][C@@H:12]([O:16][CH2:26][CH2:25][C:27]2[CH:28]=[C:29]([C:37]([F:38])([F:40])[F:39])[CH:30]=[C:31]([C:33]([F:34])([F:35])[F:36])[CH:32]=2)[C@@H:11]1[C:17]1[CH:18]=[CH:19][C:20]([F:23])=[CH:21][CH:22]=1)[C:4]1[CH:5]=[CH:6][CH:7]=[CH:8][CH:9]=1, predict the reactants needed to synthesize it.